From a dataset of Full USPTO retrosynthesis dataset with 1.9M reactions from patents (1976-2016). Predict the reactants needed to synthesize the given product. Given the product [F:46][C:38]1[C:39]([CH2:43][CH2:44][OH:45])=[CH:40][CH:41]=[CH:42][C:37]=1[CH2:36][N:33]1[CH2:34][CH2:35][C:30]2([O:25][CH2:26][CH2:27][N:28]([C:55]([C:52]3[S:53][CH:54]=[C:50]([CH:47]([CH3:49])[CH3:48])[CH:51]=3)=[O:56])[CH2:29]2)[CH2:31][CH2:32]1, predict the reactants needed to synthesize it. The reactants are: F[P-](F)(F)(F)(F)F.N1(OC(N(C)C)=[N+](C)C)C2N=CC=CC=2N=N1.[O:25]1[C:30]2([CH2:35][CH2:34][N:33]([CH2:36][C:37]3[C:38]([F:46])=[C:39]([CH2:43][CH2:44][OH:45])[CH:40]=[CH:41][CH:42]=3)[CH2:32][CH2:31]2)[CH2:29][NH:28][CH2:27][CH2:26]1.[CH:47]([C:50]1[CH:51]=[C:52]([C:55](O)=[O:56])[S:53][CH:54]=1)([CH3:49])[CH3:48].C(N(CC)CC)C.